This data is from Reaction yield outcomes from USPTO patents with 853,638 reactions. The task is: Predict the reaction yield, written as a fraction of the theoretical maximum amount of product (1.0 means a 100% yield; for example, 0.34 means a 34% yield). (1) The reactants are [F:1][C:2]1[CH:23]=[CH:22][CH:21]=[C:20]([F:24])[C:3]=1[C:4]([NH:6][C:7]1[CH:12]=[N:11][C:10]([C:13]2[CH2:14][NH:15][CH2:16][CH2:17][C:18]=2[CH3:19])=[CH:9][N:8]=1)=[O:5].[CH3:25][N:26]([CH3:31])[S:27](Cl)(=[O:29])=[O:28].C(N(CC)CC)C. No catalyst specified. The product is [CH3:25][N:26]([CH3:31])[S:27]([N:15]1[CH2:16][CH2:17][C:18]([CH3:19])=[C:13]([C:10]2[N:11]=[CH:12][C:7]([NH:6][C:4](=[O:5])[C:3]3[C:2]([F:1])=[CH:23][CH:22]=[CH:21][C:20]=3[F:24])=[N:8][CH:9]=2)[CH2:14]1)(=[O:29])=[O:28]. The yield is 0.450. (2) The reactants are Br[C:2]1[C:11]([O:12][CH3:13])=[CH:10][CH:9]=[C:8]2[C:3]=1[CH:4]=[CH:5][C:6]([CH3:14])=[N:7]2.[C:15]([O:19][CH3:20])(=[O:18])[CH:16]=[CH2:17]. No catalyst specified. The product is [CH3:13][O:12][C:11]1[C:2](/[CH:17]=[CH:16]/[C:15]([O:19][CH3:20])=[O:18])=[C:3]2[C:8](=[CH:9][CH:10]=1)[N:7]=[C:6]([CH3:14])[CH:5]=[CH:4]2. The yield is 0.710. (3) The reactants are [F:1][C:2]1([F:8])[CH2:5][N:4]([C:6]#[N:7])[CH2:3]1.[NH:9]1[C:13]2[CH:14]=[CH:15][CH:16]=[CH:17][C:12]=2[N:11]=[N:10]1. The catalyst is ClCCCl. The product is [N:9]1([C:6]([N:4]2[CH2:5][C:2]([F:8])([F:1])[CH2:3]2)=[NH:7])[C:13]2[CH:14]=[CH:15][CH:16]=[CH:17][C:12]=2[N:11]=[N:10]1. The yield is 0.510.